Dataset: Forward reaction prediction with 1.9M reactions from USPTO patents (1976-2016). Task: Predict the product of the given reaction. Given the reactants [I:1][C:2]1[CH:3]=[C:4]2[C:8](=[CH:9][CH:10]=1)[NH:7][C:6](=[O:11])[C:5]2=O.[NH:13]([C:15]([C:17]1[CH:22]=[CH:21][C:20]([NH:23][C:24](=[O:33])[CH2:25][CH2:26][C:27]2[CH:32]=[CH:31][CH:30]=[CH:29][CH:28]=2)=[CH:19][CH:18]=1)=[O:16])[NH2:14], predict the reaction product. The product is: [I:1][C:2]1[CH:3]=[C:4]2[C:8](=[CH:9][CH:10]=1)[NH:7][C:6](=[O:11])[C:5]2=[N:14][NH:13][C:15]([C:17]1[CH:18]=[CH:19][C:20]([NH:23][C:24](=[O:33])[CH2:25][CH2:26][C:27]2[CH:28]=[CH:29][CH:30]=[CH:31][CH:32]=2)=[CH:21][CH:22]=1)=[O:16].